From a dataset of NCI-60 drug combinations with 297,098 pairs across 59 cell lines. Regression. Given two drug SMILES strings and cell line genomic features, predict the synergy score measuring deviation from expected non-interaction effect. (1) Drug 1: CN1CCC(CC1)COC2=C(C=C3C(=C2)N=CN=C3NC4=C(C=C(C=C4)Br)F)OC. Drug 2: C1=CC(=CC=C1CC(C(=O)O)N)N(CCCl)CCCl.Cl. Cell line: SF-295. Synergy scores: CSS=5.01, Synergy_ZIP=-4.81, Synergy_Bliss=-3.76, Synergy_Loewe=-6.35, Synergy_HSA=-3.59. (2) Synergy scores: CSS=-0.269, Synergy_ZIP=1.28, Synergy_Bliss=5.02, Synergy_Loewe=0.161, Synergy_HSA=0.150. Drug 1: C1CC(=O)NC(=O)C1N2CC3=C(C2=O)C=CC=C3N. Drug 2: C1=NNC2=C1C(=O)NC=N2. Cell line: SK-MEL-2. (3) Drug 1: CN1C(=O)N2C=NC(=C2N=N1)C(=O)N. Drug 2: C1CC(=O)NC(=O)C1N2C(=O)C3=CC=CC=C3C2=O. Cell line: OVCAR-5. Synergy scores: CSS=-1.26, Synergy_ZIP=0.829, Synergy_Bliss=0.270, Synergy_Loewe=-0.822, Synergy_HSA=-1.30. (4) Drug 1: CC12CCC3C(C1CCC2=O)CC(=C)C4=CC(=O)C=CC34C. Drug 2: C(CC(=O)O)C(=O)CN.Cl. Cell line: UACC62. Synergy scores: CSS=17.3, Synergy_ZIP=-0.338, Synergy_Bliss=-3.32, Synergy_Loewe=-14.8, Synergy_HSA=-2.41. (5) Drug 1: CC1=C(N=C(N=C1N)C(CC(=O)N)NCC(C(=O)N)N)C(=O)NC(C(C2=CN=CN2)OC3C(C(C(C(O3)CO)O)O)OC4C(C(C(C(O4)CO)O)OC(=O)N)O)C(=O)NC(C)C(C(C)C(=O)NC(C(C)O)C(=O)NCCC5=NC(=CS5)C6=NC(=CS6)C(=O)NCCC[S+](C)C)O. Cell line: IGROV1. Drug 2: COC1=C2C(=CC3=C1OC=C3)C=CC(=O)O2. Synergy scores: CSS=33.5, Synergy_ZIP=7.11, Synergy_Bliss=3.83, Synergy_Loewe=-15.7, Synergy_HSA=3.82.